From a dataset of Full USPTO retrosynthesis dataset with 1.9M reactions from patents (1976-2016). Predict the reactants needed to synthesize the given product. The reactants are: C(O[C:4]([C:6]1[N:11]=[CH:10][C:9]([C:12]([OH:14])=[O:13])=[CH:8][CH:7]=1)=[O:5])C.[CH3:15][CH:16]([CH3:20])[C:17](=[O:19])[CH3:18].[H-].[Na+]. Given the product [CH3:15][CH:16]([CH3:20])[C:17](=[O:19])[CH2:18][C:4]([C:6]1[N:11]=[CH:10][C:9]([C:12]([OH:14])=[O:13])=[CH:8][CH:7]=1)=[O:5], predict the reactants needed to synthesize it.